From a dataset of Forward reaction prediction with 1.9M reactions from USPTO patents (1976-2016). Predict the product of the given reaction. Given the reactants C(O)C.Cl.NO.C([N:10](C(C)C)CC)(C)C.[OH:16][C:17]1[C:18]([NH:23][C:24]([NH:26]C(OCC)=O)=S)=[N:19][CH:20]=[CH:21][CH:22]=1, predict the reaction product. The product is: [NH2:10][C:24]1[N:23]=[C:18]2[C:17]([OH:16])=[CH:22][CH:21]=[CH:20][N:19]2[N:26]=1.